Dataset: Experimentally validated miRNA-target interactions with 360,000+ pairs, plus equal number of negative samples. Task: Binary Classification. Given a miRNA mature sequence and a target amino acid sequence, predict their likelihood of interaction. (1) The miRNA is hsa-miR-1229-3p with sequence CUCUCACCACUGCCCUCCCACAG. The protein sequence of the target gene is MPILKQLVSSSVHSKRRSRADLTAEMISAPLGDFRHTMHVGRAGDAFGDTSFLNSKAGEPDGESLDEQPSSSSSKRSLLSRKFRGSKRSQSVTRGEREQRDMLGSLRDSALFVKNAMSLPQLNEKEAAEKGTSKLPKSLSSSPVKKANDGEGGDEEAGTEEAVPRRNGAAGPHSPDPLLDEQAFGDLTDLPVVPKATYGLKHAESIMSFHIDLGPSMLGDVLSIMDKEEWDPEEGEGGYHGDEGAAGTITQAPPYAVAAPPLARQEGKAGPDLPSLPSHALEDEGWAAAAPSPGSARSMG.... Result: 1 (interaction). (2) The miRNA is rno-miR-92a-3p with sequence UAUUGCACUUGUCCCGGCCUG. The protein sequence of the target gene is MAASELYTKFARVWIPDPEEVWKSAELLKDYKPGDKVLLLHLEEGKDLEYRLDPKTGELPHLRNPDILVGENDLTALSYLHEPAVLHNLRVRFIDSKLIYTYCGIVLVAINPYEQLPIYGEDIINAYSGQNMGDMDPHIFAVAEEAYKQMARDERNQSIIVSGESGAGKTVSAKYAMRYFATVSGSASEANVEEKVLASNPIMESIGNAKTTRNDNSSRFGKYIEIGFDKRYRIIGANMRTYLLEKSRVVFQAEEERNYHIFYQLCASAKLPEFKMLRLGNADSFHYTKQGGSPMIEGVD.... Result: 0 (no interaction). (3) The miRNA is hsa-miR-6819-3p with sequence AAGCCUCUGUCCCCACCCCAG. The protein sequence of the target gene is MNSGGGLPPPSAAASPSSSSLAAAVAVVAPPGVGGVPGGAAVGVKLKYCRYYAKDKTCFYGEECQFLHEDPAAGAAPGLGLHSNSVPLALAGAPVAGFPPGAVAGGGAGPPPGPKKPDLGDPGTGAAAGGGGSSGGLDGPRLAIPGMDGGALTDTSLTDSYFSTSFIGVNGFGSPVETKYPLMQRMTNSSSSPSLLNDSAKPYSAHDPLTSPASSLFNDFGALNISQRRKPRKYRLGMLEERLVPMGSKARKAKNPIGCLADRCKSGVPINMVWWNRVTENNLQTPNPTASEFIPKGGST.... Result: 0 (no interaction).